This data is from Catalyst prediction with 721,799 reactions and 888 catalyst types from USPTO. The task is: Predict which catalyst facilitates the given reaction. (1) Reactant: [C:1]([C:3]1[N:4]=[C:5]([N:8]2[CH2:11][CH:10]([OH:12])[CH2:9]2)[S:6][CH:7]=1)#[N:2].[CH3:13][S:14](Cl)(=[O:16])=[O:15].C(N(CC)CC)C.CO. Product: [C:1]([C:3]1[N:4]=[C:5]([N:8]2[CH2:11][CH:10]([O:12][S:14]([CH3:13])(=[O:16])=[O:15])[CH2:9]2)[S:6][CH:7]=1)#[N:2]. The catalyst class is: 2. (2) Reactant: [N:1]([C:4]1[N:5]([C:21]2[CH:26]=[CH:25][C:24]([F:27])=[CH:23][CH:22]=2)[C:6]([C:9]([C:12]2[CH:17]=[CH:16][C:15]([Cl:18])=[C:14]([O:19][CH3:20])[CH:13]=2)([CH3:11])[CH3:10])=[CH:7][N:8]=1)=[N+]=[N-]. Product: [Cl:18][C:15]1[CH:16]=[CH:17][C:12]([C:9]([C:6]2[N:5]([C:21]3[CH:26]=[CH:25][C:24]([F:27])=[CH:23][CH:22]=3)[C:4]([NH2:1])=[N:8][CH:7]=2)([CH3:11])[CH3:10])=[CH:13][C:14]=1[O:19][CH3:20]. The catalyst class is: 92. (3) Reactant: [OH:1][C@@H:2]1[CH2:5][C@H:4]([CH:6]([NH:8][C:9]([C:11]2[C:19]3[C:14](=[N:15][CH:16]=[C:17]([C:20]4[C:28]5[C:23](=[CH:24][C:25]([F:29])=[CH:26][CH:27]=5)[N:22]([CH3:30])[N:21]=4)[N:18]=3)[N:13](COCC[Si](C)(C)C)[CH:12]=2)=[O:10])[CH3:7])[CH2:3]1.C(O)(C(F)(F)F)=O.C(N)CN. Product: [OH:1][C@H:2]1[CH2:3][C@H:4]([CH:6]([NH:8][C:9]([C:11]2[C:19]3[C:14](=[N:15][CH:16]=[C:17]([C:20]4[C:28]5[C:23](=[CH:24][C:25]([F:29])=[CH:26][CH:27]=5)[N:22]([CH3:30])[N:21]=4)[N:18]=3)[NH:13][CH:12]=2)=[O:10])[CH3:7])[CH2:5]1. The catalyst class is: 2. (4) Reactant: [Br:1][C:2]1[CH:7]=[CH:6][C:5]([N+:8]([O-])=O)=[C:4]([CH2:11][CH:12]([O:15][CH3:16])[O:13][CH3:14])[CH:3]=1.S(S([O-])=O)([O-])=O.[Na+].[Na+].C(=O)(O)[O-].[Na+]. The catalyst class is: 8. Product: [Br:1][C:2]1[CH:7]=[CH:6][C:5]([NH2:8])=[C:4]([CH2:11][CH:12]([O:15][CH3:16])[O:13][CH3:14])[CH:3]=1.